Dataset: Full USPTO retrosynthesis dataset with 1.9M reactions from patents (1976-2016). Task: Predict the reactants needed to synthesize the given product. Given the product [F:33][C:34]1[CH:35]=[CH:36][C:37]([C:40]([N:42]=[C:43]=[S:44])=[O:41])=[CH:38][CH:39]=1.[CH3:11][O:12][C:13]1[CH:14]=[C:15]2[C:20](=[CH:21][C:22]=1[O:23][CH3:24])[N:19]=[CH:18][N:17]=[C:16]2[O:25][C:26]1[CH:32]=[CH:31][C:29]([NH:30][C:43]([NH:42][C:40](=[O:41])[C:37]2[CH:38]=[CH:39][C:34]([F:33])=[CH:35][CH:36]=2)=[S:44])=[CH:28][CH:27]=1, predict the reactants needed to synthesize it. The reactants are: FC1C=CC(C(Cl)=O)=CC=1.[CH3:11][O:12][C:13]1[CH:14]=[C:15]2[C:20](=[CH:21][C:22]=1[O:23][CH3:24])[N:19]=[CH:18][N:17]=[C:16]2[O:25][C:26]1[CH:32]=[CH:31][C:29]([NH2:30])=[CH:28][CH:27]=1.[F:33][C:34]1[CH:39]=[CH:38][C:37]([C:40]([N:42]=[C:43]=[S:44])=[O:41])=[CH:36][CH:35]=1.